This data is from Reaction yield outcomes from USPTO patents with 853,638 reactions. The task is: Predict the reaction yield, written as a fraction of the theoretical maximum amount of product (1.0 means a 100% yield; for example, 0.34 means a 34% yield). (1) The reactants are [Br:1][C:2]1[C:3](=[O:9])[NH:4][C:5]([Cl:8])=[N:6][CH:7]=1.[H-].[Na+].[Br-].[Li+].Br[CH2:15][C:16]1[C:17]([C:22]#[N:23])=[CH:18][CH:19]=[CH:20][CH:21]=1. The catalyst is COCCOC.CCOC(C)=O.CN(C=O)C. The product is [Br:1][C:2]1[C:3](=[O:9])[N:4]([CH2:15][C:16]2[CH:21]=[CH:20][CH:19]=[CH:18][C:17]=2[C:22]#[N:23])[C:5]([Cl:8])=[N:6][CH:7]=1. The yield is 0.340. (2) The reactants are C[O:2][C:3]([C:5]1[CH:6]2[N:31]([C:32]([O:34][C:35]([CH3:38])([CH3:37])[CH3:36])=[O:33])[CH:9]([CH2:10][C:11]=1[C:12]1[CH:17]=[CH:16][C:15]([O:18][CH2:19][CH2:20][O:21][C:22]3[C:27]([Cl:28])=[CH:26][C:25]([CH3:29])=[CH:24][C:23]=3[Cl:30])=[CH:14][CH:13]=1)[CH2:8][CH2:7]2)=[O:4].[OH-].[Na+]. The catalyst is CCO. The product is [C:35]([O:34][C:32]([N:31]1[CH:9]2[CH2:8][CH2:7][CH:6]1[C:5]([C:3]([OH:4])=[O:2])=[C:11]([C:12]1[CH:13]=[CH:14][C:15]([O:18][CH2:19][CH2:20][O:21][C:22]3[C:23]([Cl:30])=[CH:24][C:25]([CH3:29])=[CH:26][C:27]=3[Cl:28])=[CH:16][CH:17]=1)[CH2:10]2)=[O:33])([CH3:38])([CH3:36])[CH3:37]. The yield is 1.00. (3) The reactants are [O:1]=[C:2]1[CH2:5][CH:4]([CH2:6][CH2:7][C:8]([OH:10])=O)[CH2:3]1.[Cl:11][C:12]1[CH:13]=[C:14]([NH2:23])[C:15]([NH2:22])=[CH:16][C:17]=1[C:18]([F:21])([F:20])[F:19].C(N(CC)C(C)C)(C)C.F[P-](F)(F)(F)(F)F.C[N+](C)=C(N(C)C)ON1C2N=CC=CC=2N=N1. The catalyst is CN(C)C=O. The product is [NH2:23][C:14]1[CH:13]=[C:12]([Cl:11])[C:17]([C:18]([F:21])([F:19])[F:20])=[CH:16][C:15]=1[NH:22][C:8](=[O:10])[CH2:7][CH2:6][CH:4]1[CH2:3][C:2](=[O:1])[CH2:5]1. The yield is 0.310. (4) The reactants are Br[C:2]1[C:11]2[C:6](=[CH:7][CH:8]=[CH:9][CH:10]=2)[C:5]([NH2:12])=[N:4][CH:3]=1.C([O-])(=O)C.[K+].N#N.Cl[C:21]1[N:22]=[C:23]([N:43]2[CH2:48][CH2:47][O:46][CH2:45][CH2:44]2)[C:24]2[S:29][C:28]([CH2:30][N:31]3[CH2:36][CH2:35][N:34]([C:37]([CH3:42])([CH3:41])[C:38]([NH2:40])=[O:39])[CH2:33][CH2:32]3)=[CH:27][C:25]=2[N:26]=1.C(=O)([O-])[O-].[Na+].[Na+].C(P(C(C)(C)C)C(C)(C)C)(C)(C)C. The catalyst is O1CCOCC1.C(Cl)Cl.C1(C)C=CC=CC=1.C1C=CC(P(C2C=CC=CC=2)[C-]2C=CC=C2)=CC=1.C1C=CC(P(C2C=CC=CC=2)[C-]2C=CC=C2)=CC=1.Cl[Pd]Cl.[Fe+2].C([O-])(=O)C.[Pd+2].C([O-])(=O)C. The yield is 0.160. The product is [NH2:12][C:5]1[C:6]2[C:11](=[CH:10][CH:9]=[CH:8][CH:7]=2)[C:2]([C:21]2[N:22]=[C:23]([N:43]3[CH2:44][CH2:45][O:46][CH2:47][CH2:48]3)[C:24]3[S:29][C:28]([CH2:30][N:31]4[CH2:32][CH2:33][N:34]([C:37]([CH3:42])([CH3:41])[C:38]([NH2:40])=[O:39])[CH2:35][CH2:36]4)=[CH:27][C:25]=3[N:26]=2)=[CH:3][N:4]=1. (5) The reactants are [N+:1]([C:4]1[CH:5]=[N:6][NH:7][CH:8]=1)([O-:3])=[O:2].S(OC)(O[CH3:13])(=O)=O. The catalyst is [OH-].[Na+]. The product is [CH3:13][N:6]1[CH:5]=[C:4]([N+:1]([O-:3])=[O:2])[CH:8]=[N:7]1. The yield is 0.760. (6) The product is [Cl:8][C:4]1[CH:5]=[CH:6][CH:7]=[C:2]([Cl:1])[C:3]=1[NH:9][C:10]1[N:11]([CH3:26])[C:12]2[C:21]3[C:20](=[O:22])[NH:19][C:18]([CH:23]=[O:28])=[C:17]([CH3:24])[C:16]=3[CH:15]=[CH:14][C:13]=2[N:25]=1. The yield is 0.720. The reactants are [Cl:1][C:2]1[CH:7]=[CH:6][CH:5]=[C:4]([Cl:8])[C:3]=1[NH:9][C:10]1[N:11]([CH3:26])[C:12]2[C:21]3[C:20](=[O:22])[NH:19][C:18]([CH3:23])=[C:17]([CH3:24])[C:16]=3[CH:15]=[CH:14][C:13]=2[N:25]=1.[Se](=O)=[O:28]. The catalyst is O1CCOCC1. (7) The reactants are [C:1]1([CH2:7][CH2:8][CH2:9][CH2:10][CH2:11][O:12][C:13]2[CH:20]=[CH:19][C:16]([CH:17]=[O:18])=[CH:15][C:14]=2[C:21]2[S:22][CH:23]=[CH:24][CH:25]=2)[CH:6]=[CH:5][CH:4]=[CH:3][CH:2]=1.[OH:26][C:27]([C:30](O)([CH3:32])[CH3:31])([CH3:29])[CH3:28].C1(C)C=CC(S(O)(=O)=O)=CC=1.CCOC(C)=O. The catalyst is C1C=CC=CC=1.CCCCCC. The product is [CH3:31][C:30]1([CH3:32])[C:27]([CH3:29])([CH3:28])[O:26][CH:17]([C:16]2[CH:19]=[CH:20][C:13]([O:12][CH2:11][CH2:10][CH2:9][CH2:8][CH2:7][C:1]3[CH:6]=[CH:5][CH:4]=[CH:3][CH:2]=3)=[C:14]([C:21]3[S:22][CH:23]=[CH:24][CH:25]=3)[CH:15]=2)[O:18]1. The yield is 0.810.